Task: Predict the reaction yield, written as a fraction of the theoretical maximum amount of product (1.0 means a 100% yield; for example, 0.34 means a 34% yield).. Dataset: Reaction yield outcomes from USPTO patents with 853,638 reactions (1) The reactants are Br[CH2:2][C:3]1[C:8]([N+:9]([O-:11])=[O:10])=[CH:7][CH:6]=[CH:5][N:4]=1.[CH3:12][C:13]1[CH:18]=[C:17]([CH3:19])[CH:16]=[CH:15][C:14]=1[OH:20]. No catalyst specified. The product is [CH3:12][C:13]1[CH:18]=[C:17]([CH3:19])[CH:16]=[CH:15][C:14]=1[O:20][CH2:2][C:3]1[C:8]([N+:9]([O-:11])=[O:10])=[CH:7][CH:6]=[CH:5][N:4]=1. The yield is 0.780. (2) The reactants are [Br:1][C:2]1[CH:28]=[N:27][C:5]2[O:6][CH2:7][C:8](=[O:26])[N:9]([CH2:10][CH2:11][N:12]3[CH2:17][CH2:16][CH:15]([NH:18]C(=O)OC(C)(C)C)[CH2:14][CH2:13]3)[C:4]=2[CH:3]=1.NC1CCN(CCN2C3C(=CC=C(C#N)C=3)C=CC2=O)CC1. No catalyst specified. The product is [NH2:18][CH:15]1[CH2:14][CH2:13][N:12]([CH2:11][CH2:10][N:9]2[C:8](=[O:26])[CH2:7][O:6][C:5]3[N:27]=[CH:28][C:2]([Br:1])=[CH:3][C:4]2=3)[CH2:17][CH2:16]1. The yield is 1.00.